The task is: Predict the product of the given reaction.. This data is from Forward reaction prediction with 1.9M reactions from USPTO patents (1976-2016). Given the reactants [CH2:1]([C:8]([N:10]1[CH2:18][CH2:17][N:16]([C:19]([CH2:21][CH2:22][CH2:23][CH2:24][CH2:25][CH2:26][CH3:27])=O)[CH2:15][CH2:14][N:13]([C:28]([CH2:30][CH2:31][CH2:32][CH2:33][CH2:34][CH2:35][CH3:36])=O)[CH2:12][CH2:11]1)=O)[CH2:2][CH2:3][CH2:4][CH2:5][CH2:6][CH3:7].B.C1COCC1.[OH-].[Na+], predict the reaction product. The product is: [CH2:8]([N:10]1[CH2:18][CH2:17][N:16]([CH2:19][CH2:21][CH2:22][CH2:23][CH2:24][CH2:25][CH2:26][CH3:27])[CH2:15][CH2:14][N:13]([CH2:28][CH2:30][CH2:31][CH2:32][CH2:33][CH2:34][CH2:35][CH3:36])[CH2:12][CH2:11]1)[CH2:1][CH2:2][CH2:3][CH2:4][CH2:5][CH2:6][CH3:7].